This data is from Full USPTO retrosynthesis dataset with 1.9M reactions from patents (1976-2016). The task is: Predict the reactants needed to synthesize the given product. (1) Given the product [OH:1][CH:2]1[CH:7]([C:8]2[CH:9]=[CH:10][C:11]([O:14][CH2:23][CH2:24][CH2:25][O:26][C:27]3[CH:32]=[CH:31][CH:30]=[C:29]([C:33]([F:34])([F:35])[F:36])[CH:28]=3)=[CH:12][CH:13]=2)[CH2:6][CH2:5][N:4]([C:15]([O:17][C:18]([CH3:21])([CH3:20])[CH3:19])=[O:16])[CH2:3]1, predict the reactants needed to synthesize it. The reactants are: [OH:1][CH:2]1[CH:7]([C:8]2[CH:13]=[CH:12][C:11]([OH:14])=[CH:10][CH:9]=2)[CH2:6][CH2:5][N:4]([C:15]([O:17][C:18]([CH3:21])([CH3:20])[CH3:19])=[O:16])[CH2:3]1.Br[CH2:23][CH2:24][CH2:25][O:26][C:27]1[CH:32]=[CH:31][CH:30]=[C:29]([C:33]([F:36])([F:35])[F:34])[CH:28]=1. (2) The reactants are: [NH2:1][C:2]1[CH:14]=[C:13]([C@H:15]([NH:18][C:19]([N:21]2[C:27](=[O:28])[C@@H:26]([CH2:29][C:30]3[CH:35]=[C:34]([Cl:36])[CH:33]=[CH:32][C:31]=3[O:37][CH3:38])[CH2:25][N:24](CC3C(OC)=CC(OC)=CC=3OC)[C:23](=[O:52])[CH2:22]2)=[O:20])[CH2:16][CH3:17])[CH:12]=[CH:11][C:3]=1[C:4]([O:6]C(C)(C)C)=[O:5].Cl.C(O)(=O)C. Given the product [NH2:1][C:2]1[CH:14]=[C:13]([C@H:15]([NH:18][C:19]([N:21]2[C:27](=[O:28])[C@@H:26]([CH2:29][C:30]3[CH:35]=[C:34]([Cl:36])[CH:33]=[CH:32][C:31]=3[O:37][CH3:38])[CH2:25][NH:24][C:23](=[O:52])[CH2:22]2)=[O:20])[CH2:16][CH3:17])[CH:12]=[CH:11][C:3]=1[C:4]([OH:6])=[O:5], predict the reactants needed to synthesize it. (3) Given the product [Cl:15][C:16]1[CH:21]=[C:20]([O:6][CH:5]([C:7]2[CH:12]=[CH:11][CH:10]=[CH:9][CH:8]=2)[C:4]([F:13])([F:14])[F:3])[N:19]=[CH:18][N:17]=1, predict the reactants needed to synthesize it. The reactants are: [H-].[Na+].[F:3][C:4]([F:14])([F:13])[CH:5]([C:7]1[CH:12]=[CH:11][CH:10]=[CH:9][CH:8]=1)[OH:6].[Cl:15][C:16]1[CH:21]=[C:20](Cl)[N:19]=[CH:18][N:17]=1. (4) Given the product [C:1]([O:5][C:6](=[O:31])[NH:7][C@@H:8]([CH2:9][C:10]1[CH:15]=[CH:14][CH:13]=[C:12]([O:16][CH2:17][C:18]2[CH:23]=[CH:22][CH:21]=[CH:20][CH:19]=2)[CH:11]=1)[C@@H:24]([OH:25])[CH2:28][C@H:27]([C:26](=[O:30])[NH:7][CH2:8][CH2:9][CH2:10][CH3:11])[CH3:29])([CH3:2])([CH3:4])[CH3:3], predict the reactants needed to synthesize it. The reactants are: [C:1]([O:5][C:6](=[O:31])[NH:7][C@H:8]([C@@H:24]1[CH2:28][C@@H:27]([CH3:29])[C:26](=[O:30])[O:25]1)[CH2:9][C:10]1[CH:15]=[CH:14][CH:13]=[C:12]([O:16][CH2:17][C:18]2[CH:23]=[CH:22][CH:21]=[CH:20][CH:19]=2)[CH:11]=1)([CH3:4])([CH3:3])[CH3:2]. (5) The reactants are: [C:1]1(=[O:11])[NH:5][C:4](=[O:6])[C:3]2=[CH:7][CH:8]=[CH:9][CH:10]=[C:2]12.[K].[OH2:13].CN([CH:17]=[O:18])C. Given the product [OH:13][CH2:4][CH:3]1[CH2:17][O:18][CH:9]([CH2:8][N:5]2[C:1](=[O:11])[C:2]3=[CH:10][CH:9]=[CH:8][CH:7]=[C:3]3[C:4]2=[O:6])[CH2:10][CH2:2]1, predict the reactants needed to synthesize it. (6) The reactants are: [Cl:1][C:2]1[CH:7]=[CH:6][C:5](/[CH:8]=[CH:9]/[C:10]([O:12][C:13]([CH3:16])([CH3:15])[CH3:14])=[O:11])=[CH:4][C:3]=1[N+:17]([O-])=O.C1CCCCC1.C(OCC)(=O)C. Given the product [NH2:17][C:3]1[CH:4]=[C:5]([CH2:8][CH2:9][C:10]([O:12][C:13]([CH3:16])([CH3:15])[CH3:14])=[O:11])[CH:6]=[CH:7][C:2]=1[Cl:1], predict the reactants needed to synthesize it. (7) Given the product [S:13]([O-:17])([OH:16])(=[O:15])=[O:14].[S:1](=[CH:4][CH2:5][CH2:6][CH2:7][N+:8]1[CH:12]=[CH:11][NH:10][CH:9]=1)(=[O:3])=[O:2], predict the reactants needed to synthesize it. The reactants are: [S:1](=[CH:4][CH2:5][CH2:6][CH2:7][N:8]1[CH:12]=[CH:11][N:10]=[CH:9]1)(=[O:3])=[O:2].[S:13](=[O:17])(=[O:16])([OH:15])[OH:14].